Dataset: Full USPTO retrosynthesis dataset with 1.9M reactions from patents (1976-2016). Task: Predict the reactants needed to synthesize the given product. (1) Given the product [F:18][C:4]1([F:19])[C@H:3]([C:20]2[CH:25]=[CH:24][CH:23]=[CH:22][CH:21]=2)[NH:2][C:7]2[NH:8][C:9](=[O:16])[N:10]([CH:13]([CH3:15])[CH3:14])[C:11](=[O:12])[C:6]=2[CH2:5]1, predict the reactants needed to synthesize it. The reactants are: Cl.[NH2:2][C@@H:3]([C:20]1[CH:25]=[CH:24][CH:23]=[CH:22][CH:21]=1)[C:4]([F:19])([F:18])[CH2:5][CH:6]1[C:11](=[O:12])[N:10]([CH:13]([CH3:15])[CH3:14])[C:9](=[O:16])[NH:8][C:7]1=O. (2) Given the product [O:1]1[C:5]2[CH:6]=[CH:7][C:8]([C:10](=[O:12])/[CH:11]=[CH:27]/[C:25]3[NH:24][N:23]=[C:22]([C:20]4[CH:19]=[CH:18][C:17]5[O:13][CH2:14][O:15][C:16]=5[CH:21]=4)[CH:26]=3)=[CH:9][C:4]=2[O:3][CH2:2]1, predict the reactants needed to synthesize it. The reactants are: [O:1]1[C:5]2[CH:6]=[CH:7][C:8]([C:10](=[O:12])[CH3:11])=[CH:9][C:4]=2[O:3][CH2:2]1.[O:13]1[C:17]2[CH:18]=[CH:19][C:20]([C:22]3[CH:26]=[C:25]([CH:27]=O)[NH:24][N:23]=3)=[CH:21][C:16]=2[O:15][CH2:14]1.[OH-].[Na+].